From a dataset of Forward reaction prediction with 1.9M reactions from USPTO patents (1976-2016). Predict the product of the given reaction. (1) Given the reactants C(=O)([O-])[O-].[K+].[K+].[Br:7][C:8]1[CH:27]=[CH:26][C:11]([NH:12][C:13]2[C:22]3[C:17](=[CH:18][C:19]([OH:25])=[C:20]([O:23][CH3:24])[CH:21]=3)[N:16]=[CH:15][N:14]=2)=[C:10]([F:28])[CH:9]=1.[C:29]([O:33][C:34]([N:36]1[CH2:41][CH2:40][CH:39]([CH2:42]OS(C2C=CC(C)=CC=2)(=O)=O)[CH2:38][CH2:37]1)=[O:35])([CH3:32])([CH3:31])[CH3:30], predict the reaction product. The product is: [Br:7][C:8]1[CH:27]=[CH:26][C:11]([NH:12][C:13]2[C:22]3[C:17](=[CH:18][C:19]([O:25][CH2:42][CH:39]4[CH2:40][CH2:41][N:36]([C:34]([O:33][C:29]([CH3:30])([CH3:32])[CH3:31])=[O:35])[CH2:37][CH2:38]4)=[C:20]([O:23][CH3:24])[CH:21]=3)[N:16]=[CH:15][N:14]=2)=[C:10]([F:28])[CH:9]=1. (2) Given the reactants [CH:1]([N:3]1[CH2:7][CH2:6][CH2:5][C:4]1=[O:8])=[CH2:2].[C:9]([OH:13])(=[O:12])[CH:10]=[CH2:11].CN(C)CCN(C)C.S(OOS([O-])(=O)=O)([O-])(=O)=O.[K+].[K+], predict the reaction product. The product is: [C:9]([OH:13])(=[O:12])[CH:10]=[CH2:11].[CH:1]([N:3]1[CH2:7][CH2:6][CH2:5][C:4]1=[O:8])=[CH2:2].